From a dataset of Forward reaction prediction with 1.9M reactions from USPTO patents (1976-2016). Predict the product of the given reaction. (1) Given the reactants C([O:4][C@@H:5]1[C@@H:9]([CH2:10][O:11][Si:12]([C:25]([CH3:28])([CH3:27])[CH3:26])([C:19]2[CH:24]=[CH:23][CH:22]=[CH:21][CH:20]=2)[C:13]2[CH:18]=[CH:17][CH:16]=[CH:15][CH:14]=2)[O:8][C@@H:7]([N:29]2[C:46]3[N:45]=[CH:44][N:43]=[C:33]([NH:34][C:35](=[O:42])[C:36]4[CH:41]=[CH:40][CH:39]=[CH:38][CH:37]=4)[C:32]=3[N:31]=[CH:30]2)[C@@H:6]1[OH:47])C=C.[CH3:48][N+]1([O-])CCOCC1.CO.C(OCC)(=O)C.[O:64]1CC[O:67][CH2:66][CH2:65]1, predict the reaction product. The product is: [Si:12]([O:11][CH2:10][C@H:9]1[O:8][C@@H:7]([N:29]2[C:46]3[N:45]=[CH:44][N:43]=[C:33]([NH:34][C:35](=[O:42])[C:36]4[CH:37]=[CH:38][CH:39]=[CH:40][CH:41]=4)[C:32]=3[N:31]=[CH:30]2)[C@H:6]([O:47][CH2:48][CH:66]([OH:67])[CH2:65][OH:64])[C@@H:5]1[OH:4])([C:25]([CH3:28])([CH3:27])[CH3:26])([C:13]1[CH:18]=[CH:17][CH:16]=[CH:15][CH:14]=1)[C:19]1[CH:20]=[CH:21][CH:22]=[CH:23][CH:24]=1. (2) Given the reactants Br[CH2:2][C:3]([O:5][CH3:6])=[O:4].C([O-])([O-])=O.[K+].[K+].[CH:13]1([N:16]2[C:24]3[C:19](=[C:20]([OH:49])[CH:21]=[C:22]([C:25]([N:27]4[CH2:32][CH2:31][C:30]5([CH2:41][C:40](=[O:42])[C:39]6[C:34](=[CH:35][CH:36]=[C:37]([C:43]7[CH:44]=[N:45][N:46]([CH3:48])[CH:47]=7)[CH:38]=6)[O:33]5)[CH2:29][CH2:28]4)=[O:26])[CH:23]=3)[CH:18]=[CH:17]2)[CH2:15][CH2:14]1, predict the reaction product. The product is: [CH:13]1([N:16]2[C:24]3[C:19](=[C:20]([O:49][CH2:2][C:3]([O:5][CH3:6])=[O:4])[CH:21]=[C:22]([C:25]([N:27]4[CH2:28][CH2:29][C:30]5([CH2:41][C:40](=[O:42])[C:39]6[C:34](=[CH:35][CH:36]=[C:37]([C:43]7[CH:44]=[N:45][N:46]([CH3:48])[CH:47]=7)[CH:38]=6)[O:33]5)[CH2:31][CH2:32]4)=[O:26])[CH:23]=3)[CH:18]=[CH:17]2)[CH2:14][CH2:15]1. (3) Given the reactants C[C:2](C)([C:6]([O-:8])=O)[C:3]([O-:5])=O.[CH3:10][O:11][C:12]([NH2:14])=[NH:13].Cl.C[O-].[Na+], predict the reaction product. The product is: [CH3:10][O:11][C:12]1[N:14]=[C:3]([OH:5])[CH:2]=[C:6]([OH:8])[N:13]=1. (4) Given the reactants [CH2:1]([O:3][C:4]([C:6]1[C:7](OS(C(F)(F)F)(=O)=O)=[N:8][C:9]2[C:14]([C:15]=1[CH2:16][C:17]1[CH:22]=[CH:21][CH:20]=[CH:19][C:18]=1[Cl:23])=[CH:13][C:12]([Cl:24])=[CH:11][CH:10]=2)=[O:5])[CH3:2].C(=O)([O-])[O-].[K+].[K+].[CH3:39][NH:40][CH3:41], predict the reaction product. The product is: [CH2:1]([O:3][C:4]([C:6]1[C:7]([N:40]([CH3:41])[CH3:39])=[N:8][C:9]2[C:14]([C:15]=1[CH2:16][C:17]1[CH:22]=[CH:21][CH:20]=[CH:19][C:18]=1[Cl:23])=[CH:13][C:12]([Cl:24])=[CH:11][CH:10]=2)=[O:5])[CH3:2]. (5) The product is: [C:15]([CH:14]1[CH2:13][C:10]2([CH2:12][CH2:11]2)[CH2:9][N:8]1[C:6]([O:5][C:1]([CH3:4])([CH3:3])[CH3:2])=[O:7])(=[O:17])[NH2:18]. Given the reactants [C:1]([O:5][C:6]([N:8]1[CH:14]([C:15]([OH:17])=O)[CH2:13][C:10]2([CH2:12][CH2:11]2)[CH2:9]1)=[O:7])([CH3:4])([CH3:3])[CH3:2].[NH3:18], predict the reaction product.